From a dataset of Catalyst prediction with 721,799 reactions and 888 catalyst types from USPTO. Predict which catalyst facilitates the given reaction. (1) Reactant: FC(F)(F)S(OC1CC[C@@H](N2C(C3C=CC=CC=3)C(C)(C)OC2=O)CC=1)(=O)=O.FC(F)(F)S(OC1CC[C@H](N2C(C3C=CC=CC=3)C(C)(C)OC2=O)CC=1)(=O)=O.FC1C(C2N=CC=CN=2)=CC(B2OC(C)(C)C(C)(C)O2)=CN=1.C(=O)([O-])[O-].[Na+].[Na+].[F:85][C:86]1[N:91]=[CH:90][C:89]([C:92]2[CH2:97][CH2:96][C@H:95]([N:98]3[CH:102]([C:103]4[CH:108]=[CH:107][CH:106]=[CH:105][CH:104]=4)[C:101]([CH3:110])([CH3:109])[O:100][C:99]3=[O:111])[CH2:94][CH:93]=2)=[CH:88][C:87]=1[C:112]1[N:117]=[CH:116][CH:115]=[CH:114][N:113]=1. Product: [F:85][C:86]1[N:91]=[CH:90][C:89]([C:92]2[CH2:97][CH2:96][C@@H:95]([N:98]3[CH:102]([C:103]4[CH:108]=[CH:107][CH:106]=[CH:105][CH:104]=4)[C:101]([CH3:110])([CH3:109])[O:100][C:99]3=[O:111])[CH2:94][CH:93]=2)=[CH:88][C:87]=1[C:112]1[N:113]=[CH:114][CH:115]=[CH:116][N:117]=1. The catalyst class is: 203. (2) Reactant: [C:1](=[O:4])([O-])[O-].[K+].[K+].[CH2:7](Br)[CH2:8][CH2:9][CH2:10][CH2:11][CH2:12][CH2:13][CH2:14][CH2:15][CH3:16].[SH:18][CH:19](O)C. Product: [CH2:7]([S:18][CH2:19][CH2:1][OH:4])[CH2:8][CH2:9][CH2:10][CH2:11][CH2:12][CH2:13][CH2:14][CH2:15][CH3:16]. The catalyst class is: 21.